Dataset: Catalyst prediction with 721,799 reactions and 888 catalyst types from USPTO. Task: Predict which catalyst facilitates the given reaction. (1) Reactant: [Cl:1][C:2]1[CH:17]=[CH:16][C:5]2[NH:6][CH:7]([CH2:10][C:11]([O:13][CH2:14][CH3:15])=[O:12])[CH2:8][O:9][C:4]=2[CH:3]=1.[O:18]=[C:19]1[NH:24][C:23]2[CH:25]=[C:26]([C:29](O)=[O:30])[CH:27]=[CH:28][C:22]=2[O:21][CH2:20]1.C(P1(=O)OP(CCC)(=O)OP(CCC)(=O)O1)CC. Product: [Cl:1][C:2]1[CH:17]=[CH:16][C:5]2[N:6]([C:29]([C:26]3[CH:27]=[CH:28][C:22]4[O:21][CH2:20][C:19](=[O:18])[NH:24][C:23]=4[CH:25]=3)=[O:30])[CH:7]([CH2:10][C:11]([O:13][CH2:14][CH3:15])=[O:12])[CH2:8][O:9][C:4]=2[CH:3]=1. The catalyst class is: 25. (2) Reactant: [Cl:1][C:2]1[C:10]2[O:9][N:8]=[C:7]([CH3:11])[C:6]=2[CH:5]=[C:4]([CH:12]=O)[C:3]=1[N:14]1[CH2:19][C@H:18]([CH3:20])[O:17][C@H:16]([CH3:21])[CH2:15]1.[NH:22]1[C:29](=[O:30])[CH2:28][C:26](=[O:27])[NH:25][C:23]1=[O:24]. Product: [Cl:1][C:2]1[C:10]2[O:9][N:8]=[C:7]([CH3:11])[C:6]=2[CH:5]=[C:4]2[C:3]=1[N:14]1[CH2:15][C@@H:16]([CH3:21])[O:17][C@@H:18]([CH3:20])[C@@H:19]1[C:28]1([C:26](=[O:27])[NH:25][C:23](=[O:24])[NH:22][C:29]1=[O:30])[CH2:12]2. The catalyst class is: 41. (3) Reactant: [OH:1][C@H:2]([CH3:25])[C@H:3]([N:9]1[CH2:12][C:11]2([CH2:16][CH2:15][CH2:14][N:13]2C(OC(C)(C)C)=O)[C:10]1=[O:24])[C:4]1[O:8][N:7]=[CH:6][N:5]=1.C(O)(C(F)(F)F)=O. Product: [OH:1][C@H:2]([CH3:25])[C@H:3]([N:9]1[CH2:12][C:11]2([CH2:16][CH2:15][CH2:14][NH:13]2)[C:10]1=[O:24])[C:4]1[O:8][N:7]=[CH:6][N:5]=1. The catalyst class is: 2.